From a dataset of Catalyst prediction with 721,799 reactions and 888 catalyst types from USPTO. Predict which catalyst facilitates the given reaction. (1) Reactant: [NH2:1][C:2]1[CH:7]=[CH:6][CH:5]=[CH:4][CH:3]=1.Br[C:9]1[CH:17]=[CH:16][CH:15]=[C:14]2[C:10]=1[CH2:11][CH:12]([CH3:20])[CH:13]2OC.[C:21](O[K])([CH3:24])([CH3:23])[CH3:22].P(C(C)(C)C)(C(C)(C)C)C(C)(C)C.[C:40]1(C)[CH:45]=[CH:44][CH:43]=[CH:42][CH:41]=1. Product: [CH3:22][C:21]1[CH2:24][C:3]2[C:4]([CH:23]=1)=[CH:5][CH:6]=[CH:7][C:2]=2[N:1]([C:9]1[CH:17]=[CH:16][CH:15]=[C:14]2[C:10]=1[CH2:11][C:12]([CH3:20])=[CH:13]2)[C:40]1[CH:45]=[CH:44][CH:43]=[CH:42][CH:41]=1. The catalyst class is: 318. (2) Reactant: [NH:1]1[CH2:6][CH2:5][NH:4][CH2:3][CH2:2]1.Cl[C:8]1[N:13]=[C:12]([O:14][CH3:15])[N:11]=[C:10]([O:16][CH3:17])[CH:9]=1. Product: [CH3:15][O:14][C:12]1[N:11]=[C:10]([O:16][CH3:17])[CH:9]=[C:8]([N:1]2[CH2:6][CH2:5][NH:4][CH2:3][CH2:2]2)[N:13]=1. The catalyst class is: 10.